This data is from Forward reaction prediction with 1.9M reactions from USPTO patents (1976-2016). The task is: Predict the product of the given reaction. (1) The product is: [Cl:32][C:12]1[CH:13]=[CH:14][C:15]([NH:17][C:18]([C:20]2[CH:25]=[CH:24][N:23]=[C:22]([N:26]3[CH2:31][CH2:30][O:29][CH2:28][CH2:27]3)[CH:21]=2)=[O:19])=[CH:16][C:11]=1[NH:10][C:8]([C:6]1[CH:5]=[CH:4][N:3]=[C:2]([N:39]2[CH2:40][CH2:41][N:36]([CH2:35][CH2:34][OH:33])[CH2:37][CH2:38]2)[CH:7]=1)=[O:9]. Given the reactants Cl[C:2]1[CH:7]=[C:6]([C:8]([NH:10][C:11]2[CH:16]=[C:15]([NH:17][C:18]([C:20]3[CH:25]=[CH:24][N:23]=[C:22]([N:26]4[CH2:31][CH2:30][O:29][CH2:28][CH2:27]4)[CH:21]=3)=[O:19])[CH:14]=[CH:13][C:12]=2[Cl:32])=[O:9])[CH:5]=[CH:4][N:3]=1.[OH:33][CH2:34][CH2:35][N:36]1[CH2:41][CH2:40][NH:39][CH2:38][CH2:37]1, predict the reaction product. (2) Given the reactants [S:1]1[C:9]2[C:4](=[N:5][CH:6]=[CH:7][CH:8]=2)[N:3]=[C:2]1[O:10][C:11]1[CH:22]=[CH:21][C:14]2[C:15]([CH2:18][CH2:19][OH:20])=[CH:16][O:17][C:13]=2[CH:12]=1.CCN(C(C)C)C(C)C.[O:32](S(C)(=O)=O)[S:33]([CH3:36])(=O)=[O:34], predict the reaction product. The product is: [S:1]1[C:9]2[C:4](=[N:5][CH:6]=[CH:7][CH:8]=2)[N:3]=[C:2]1[O:10][C:11]1[CH:22]=[CH:21][C:14]2[C:15]([CH2:18][CH2:19][O:20][S:33]([CH3:36])(=[O:34])=[O:32])=[CH:16][O:17][C:13]=2[CH:12]=1.